From a dataset of Reaction yield outcomes from USPTO patents with 853,638 reactions. Predict the reaction yield, written as a fraction of the theoretical maximum amount of product (1.0 means a 100% yield; for example, 0.34 means a 34% yield). (1) The reactants are C([Sn](CCCC)(CCCC)[C:6]1[CH:11]=[CH:10][CH:9]=[CH:8][N:7]=1)CCC.[F:20][C:21]([F:47])([F:46])[C:22]1[CH:23]=[C:24]([NH:32][C:33](=[O:45])[C:34]2[CH:39]=[C:38](I)[CH:37]=[CH:36][C:35]=2[O:41][CH2:42][O:43][CH3:44])[CH:25]=[C:26]([C:28]([F:31])([F:30])[F:29])[CH:27]=1.O. The catalyst is CN(C)C=O.Cl[Pd](Cl)([P](C1C=CC=CC=1)(C1C=CC=CC=1)C1C=CC=CC=1)[P](C1C=CC=CC=1)(C1C=CC=CC=1)C1C=CC=CC=1. The product is [F:20][C:21]([F:46])([F:47])[C:22]1[CH:23]=[C:24]([NH:32][C:33](=[O:45])[C:34]2[CH:39]=[C:38]([C:6]3[CH:11]=[CH:10][CH:9]=[CH:8][N:7]=3)[CH:37]=[CH:36][C:35]=2[O:41][CH2:42][O:43][CH3:44])[CH:25]=[C:26]([C:28]([F:30])([F:31])[F:29])[CH:27]=1. The yield is 0.208. (2) The reactants are Br[C:2]1[C:10]2[C:5](=[C:6]([O:18][C:19]3[CH:24]=[CH:23][C:22]([S:25]([CH3:28])(=[O:27])=[O:26])=[CH:21][CH:20]=3)[CH:7]=[C:8]([C:11]3[C:16]([Cl:17])=[CH:15][CH:14]=[CH:13][N:12]=3)[CH:9]=2)[N:4]([CH3:29])[N:3]=1.[NH2:30][C:31]1[CH:35]=[CH:34][N:33]([CH3:36])[N:32]=1.C1(P(C2C=CC=CC=2)C2C3OC4C(=CC=CC=4P(C4C=CC=CC=4)C4C=CC=CC=4)C(C)(C)C=3C=CC=2)C=CC=CC=1.C(=O)([O-])[O-].[Cs+].[Cs+]. The catalyst is O1CCOCC1.C1C=CC(/C=C/C(/C=C/C2C=CC=CC=2)=O)=CC=1.C1C=CC(/C=C/C(/C=C/C2C=CC=CC=2)=O)=CC=1.C1C=CC(/C=C/C(/C=C/C2C=CC=CC=2)=O)=CC=1.[Pd].[Pd]. The product is [Cl:17][C:16]1[C:11]([C:8]2[CH:9]=[C:10]3[C:5](=[C:6]([O:18][C:19]4[CH:24]=[CH:23][C:22]([S:25]([CH3:28])(=[O:27])=[O:26])=[CH:21][CH:20]=4)[CH:7]=2)[N:4]([CH3:29])[N:3]=[C:2]3[NH:30][C:31]2[CH:35]=[CH:34][N:33]([CH3:36])[N:32]=2)=[N:12][CH:13]=[CH:14][CH:15]=1. The yield is 0.220. (3) The reactants are [Br:1][C:2]1[CH:3]=[C:4]([C:8]([C:13]([O:15][C:16]([CH3:19])([CH3:18])[CH3:17])=[O:14])([CH3:12])[C:9]([OH:11])=[O:10])[CH:5]=[CH:6][CH:7]=1.[C:20]1(C)C=CC=CC=1.[Si](C=[N+]=[N-])(C)(C)C. The catalyst is CO. The product is [Br:1][C:2]1[CH:3]=[C:4]([C:8]([C:13]([O:15][C:16]([CH3:19])([CH3:18])[CH3:17])=[O:14])([CH3:12])[C:9]([O:11][CH3:20])=[O:10])[CH:5]=[CH:6][CH:7]=1. The yield is 1.00. (4) The reactants are C(OC(N1[CH2:13][CH2:12][N:11]([C:14]2[C:15]3[C:36]([O:37][CH3:38])=[CH:35][N:34]=[CH:33][C:16]=3[N:17]=[C:18]([C:20]3[CH:25]=[CH:24][N:23]=[C:22]([NH:26][C:27]4[CH:32]=[CH:31][CH:30]=[CH:29][CH:28]=4)[CH:21]=3)[N:19]=2)[CH2:10][CH2:9]1)=O)(C)(C)C.C(C1C=C(C(C)C)C=C(C(C)C)C=1S(Cl)(=O)=O)(C)C.N1CC[CH:61]([CH2:64][OH:65])CC1.CO. The catalyst is CN(C1C=CN=CC=1)C.CN(C=O)C. The product is [CH3:38][O:37][C:36]1[C:15]2[C:14]([N:11]3[CH2:12][CH2:13][CH:61]([CH2:64][OH:65])[CH2:9][CH2:10]3)=[N:19][C:18]([C:20]3[CH:25]=[CH:24][N:23]=[C:22]([NH:26][C:27]4[CH:28]=[CH:29][CH:30]=[CH:31][CH:32]=4)[CH:21]=3)=[N:17][C:16]=2[CH:33]=[N:34][CH:35]=1. The yield is 0.420.